From a dataset of Forward reaction prediction with 1.9M reactions from USPTO patents (1976-2016). Predict the product of the given reaction. (1) Given the reactants [NH2:1][C:2](=[S:14])[CH:3]1[CH2:8][O:7][N:6]([C:9]([O:11][CH2:12][CH3:13])=[O:10])[CH2:5][CH2:4]1.Br[CH2:16][C:17]([C:19]1[CH2:23][CH:22]([C:24]2[C:29]([F:30])=[CH:28][CH:27]=[CH:26][C:25]=2[F:31])[O:21][N:20]=1)=O, predict the reaction product. The product is: [F:31][C:25]1[CH:26]=[CH:27][CH:28]=[C:29]([F:30])[C:24]=1[CH:22]1[O:21][N:20]=[C:19]([C:17]2[N:1]=[C:2]([CH:3]3[CH2:8][O:7][N:6]([C:9]([O:11][CH2:12][CH3:13])=[O:10])[CH2:5][CH2:4]3)[S:14][CH:16]=2)[CH2:23]1. (2) The product is: [CH2:26]([S:29]([NH:1][CH2:2][CH2:3][C:4]1[CH:5]=[CH:6][C:7]([C:10]2[CH:15]=[CH:14][C:13]([CH:16]([CH3:25])[CH2:17][NH:18][S:19]([CH:22]([CH3:24])[CH3:23])(=[O:21])=[O:20])=[CH:12][CH:11]=2)=[CH:8][CH:9]=1)(=[O:31])=[O:30])[CH2:27][CH3:28]. Given the reactants [NH2:1][CH2:2][CH2:3][C:4]1[CH:9]=[CH:8][C:7]([C:10]2[CH:15]=[CH:14][C:13]([CH:16]([CH3:25])[CH2:17][NH:18][S:19]([CH:22]([CH3:24])[CH3:23])(=[O:21])=[O:20])=[CH:12][CH:11]=2)=[CH:6][CH:5]=1.[CH2:26]([S:29](Cl)(=[O:31])=[O:30])[CH2:27][CH3:28], predict the reaction product. (3) Given the reactants [Cl:1][C:2]1[N:7]=[C:6]([C:8]2[S:12][C:11]([N:13]3[CH2:18][CH2:17][O:16][CH2:15][CH2:14]3)=[N:10][C:9]=2[C:19]2[C:20]([F:26])=[C:21]([CH:23]=[CH:24][CH:25]=2)[NH2:22])[CH:5]=[CH:4][N:3]=1.[F:27][C:28]1[CH:33]=[CH:32][C:31]([F:34])=[CH:30][C:29]=1[S:35](Cl)(=[O:37])=[O:36], predict the reaction product. The product is: [Cl:1][C:2]1[N:7]=[C:6]([C:8]2[S:12][C:11]([N:13]3[CH2:14][CH2:15][O:16][CH2:17][CH2:18]3)=[N:10][C:9]=2[C:19]2[C:20]([F:26])=[C:21]([NH:22][S:35]([C:29]3[CH:30]=[C:31]([F:34])[CH:32]=[CH:33][C:28]=3[F:27])(=[O:37])=[O:36])[CH:23]=[CH:24][CH:25]=2)[CH:5]=[CH:4][N:3]=1. (4) Given the reactants [CH3:1][O:2][C:3]1[CH:4]=[C:5]([CH:9]=[CH:10][C:11]=1[C:12]1[N:13]=[N:14][C:15]([N:18]([CH3:29])[CH:19]2[CH2:24][C:23]([CH3:26])([CH3:25])[NH:22][C:21]([CH3:28])([CH3:27])[CH2:20]2)=[CH:16][CH:17]=1)[C:6](O)=[O:7].[CH2:30]([NH2:33])[CH:31]=[CH2:32].CN(C(ON1N=NC2C=CC=NC1=2)=[N+](C)C)C.F[P-](F)(F)(F)(F)F, predict the reaction product. The product is: [CH2:30]([NH:33][C:6](=[O:7])[C:5]1[CH:9]=[CH:10][C:11]([C:12]2[N:13]=[N:14][C:15]([N:18]([CH3:29])[CH:19]3[CH2:20][C:21]([CH3:27])([CH3:28])[NH:22][C:23]([CH3:26])([CH3:25])[CH2:24]3)=[CH:16][CH:17]=2)=[C:3]([O:2][CH3:1])[CH:4]=1)[CH:31]=[CH2:32]. (5) Given the reactants [CH3:1][O:2][C:3]1[CH:10]=[CH:9][CH:8]=[C:7]([O:11][CH3:12])[C:4]=1[C:5]#[N:6].[Br:13]Br, predict the reaction product. The product is: [Br:13][C:10]1[C:3]([O:2][CH3:1])=[C:4]([C:7]([O:11][CH3:12])=[CH:8][CH:9]=1)[C:5]#[N:6]. (6) Given the reactants Cl[C:2]1[C:11]2[C:6](=[CH:7][CH:8]=[CH:9][CH:10]=2)[C:5]([C:12]2[C:21]3[C:16](=[CH:17][CH:18]=[C:19]([O:22][CH3:23])[CH:20]=3)[CH:15]=[CH:14][C:13]=2[O:24][S:25]([C:28]([F:31])([F:30])[F:29])(=[O:27])=[O:26])=[N:4][N:3]=1.[NH2:32][C@@H:33]([C:40]([OH:45])([CH2:43][CH3:44])[CH2:41][CH3:42])[C:34]1[CH:39]=[CH:38][CH:37]=[CH:36][CH:35]=1, predict the reaction product. The product is: [CH2:41]([C:40]([OH:45])([CH2:43][CH3:44])[C@H:33]([NH:32][C:2]1[C:11]2[C:6](=[CH:7][CH:8]=[CH:9][CH:10]=2)[C:5]([C:12]2[C:21]3[C:16](=[CH:17][CH:18]=[C:19]([O:22][CH3:23])[CH:20]=3)[CH:15]=[CH:14][C:13]=2[O:24][S:25]([C:28]([F:31])([F:30])[F:29])(=[O:27])=[O:26])=[N:4][N:3]=1)[C:34]1[CH:39]=[CH:38][CH:37]=[CH:36][CH:35]=1)[CH3:42].